Dataset: NCI-60 drug combinations with 297,098 pairs across 59 cell lines. Task: Regression. Given two drug SMILES strings and cell line genomic features, predict the synergy score measuring deviation from expected non-interaction effect. Drug 1: CC12CCC(CC1=CCC3C2CCC4(C3CC=C4C5=CN=CC=C5)C)O. Drug 2: CN1C2=C(C=C(C=C2)N(CCCl)CCCl)N=C1CCCC(=O)O.Cl. Cell line: NCI-H226. Synergy scores: CSS=8.41, Synergy_ZIP=-0.0360, Synergy_Bliss=2.52, Synergy_Loewe=1.21, Synergy_HSA=1.50.